Dataset: Catalyst prediction with 721,799 reactions and 888 catalyst types from USPTO. Task: Predict which catalyst facilitates the given reaction. (1) Reactant: C(O[C:6](=O)[NH:7][C@@H:8]1[CH2:12][CH2:11][N:10]([C:13]2[CH:18]=[CH:17][C:16]([N:19]3[CH2:24][CH2:23][C:22]4[CH:25]=[C:26]([C:28]5[CH:33]=[CH:32][C:31]([Cl:34])=[CH:30][CH:29]=5)[S:27][C:21]=4[C:20]3=[O:35])=[CH:15][N:14]=2)[CH2:9]1)(C)(C)C.[H-].[Na+].IC. Product: [Cl:34][C:31]1[CH:32]=[CH:33][C:28]([C:26]2[S:27][C:21]3[C:20](=[O:35])[N:19]([C:16]4[CH:15]=[N:14][C:13]([N:10]5[CH2:11][CH2:12][C@@H:8]([NH:7][CH3:6])[CH2:9]5)=[CH:18][CH:17]=4)[CH2:24][CH2:23][C:22]=3[CH:25]=2)=[CH:29][CH:30]=1. The catalyst class is: 3. (2) Reactant: [NH2:1][C:2]1[CH:3]=[C:4]([SH:8])[CH:5]=[CH:6][CH:7]=1.Cl[C:10]1[CH:15]=[CH:14][C:13]([CH3:16])=[CH:12][C:11]=1[N+:17]([O-:19])=[O:18].C([O-])([O-])=O.[K+].[K+]. Product: [CH3:16][C:13]1[CH:14]=[CH:15][C:10]([S:8][C:4]2[CH:3]=[C:2]([NH2:1])[CH:7]=[CH:6][CH:5]=2)=[C:11]([N+:17]([O-:19])=[O:18])[CH:12]=1. The catalyst class is: 18.